From a dataset of Full USPTO retrosynthesis dataset with 1.9M reactions from patents (1976-2016). Predict the reactants needed to synthesize the given product. (1) Given the product [C:16]([C:11]1[C:12](=[O:15])[CH:13]=[CH:14][N:9]([C:5]2[CH:6]=[CH:7][CH:8]=[C:3]([C:2]([F:23])([F:22])[F:1])[CH:4]=2)[N:10]=1)#[CH:17], predict the reactants needed to synthesize it. The reactants are: [F:1][C:2]([F:23])([F:22])[C:3]1[CH:4]=[C:5]([N:9]2[CH:14]=[CH:13][C:12](=[O:15])[C:11]([C:16]#[C:17][Si](C)(C)C)=[N:10]2)[CH:6]=[CH:7][CH:8]=1.Cl. (2) Given the product [CH:1]1[C:10]2[C:5](=[CH:6][CH:7]=[CH:8][CH:9]=2)[CH:4]=[CH:3][C:2]=1[C:11]([NH:14][C:15]1[S:16][CH:17]=[C:18]([C:20]([O:22][CH2:23][CH3:24])=[O:21])[N:19]=1)=[O:12], predict the reactants needed to synthesize it. The reactants are: [CH:1]1[C:10]2[C:5](=[CH:6][CH:7]=[CH:8][CH:9]=2)[CH:4]=[CH:3][C:2]=1[C:11](Cl)=[O:12].[NH2:14][C:15]1[S:16][CH:17]=[C:18]([C:20]([O:22][CH2:23][CH3:24])=[O:21])[N:19]=1.C(N(CC)CC)C.O. (3) The reactants are: [OH:1][CH2:2][CH2:3][N:4]1[CH2:9][CH:8]([C:10]2[CH:15]=[CH:14][CH:13]=[CH:12][CH:11]=2)[CH2:7][CH2:6][C:5]1=[O:16].[H-].[Na+].Cl[C:20]1[C:29]2[C:24](=[CH:25][C:26]([O:30][CH3:31])=[CH:27][CH:28]=2)[N:23]=[CH:22][CH:21]=1. Given the product [CH3:31][O:30][C:26]1[CH:25]=[C:24]2[C:29]([C:20]([O:1][CH2:2][CH2:3][N:4]3[CH2:9][CH:8]([C:10]4[CH:15]=[CH:14][CH:13]=[CH:12][CH:11]=4)[CH2:7][CH2:6][C:5]3=[O:16])=[CH:21][CH:22]=[N:23]2)=[CH:28][CH:27]=1, predict the reactants needed to synthesize it. (4) Given the product [CH2:14]([O:15][C:16]([C:18]1[CH2:19][CH2:20][CH2:21][CH2:22][C:23]=1[O:24][S:32]([C:35]([F:38])([F:37])[F:36])(=[O:34])=[O:33])=[O:17])[CH3:13], predict the reactants needed to synthesize it. The reactants are: C([Li])CCC.C(NC(C)C)(C)C.[CH3:13][CH2:14][O:15][C:16]([CH:18]1[C:23](=[O:24])[CH2:22][CH2:21][CH2:20][CH2:19]1)=[O:17].C1C=CC(N([S:32]([C:35]([F:38])([F:37])[F:36])(=[O:34])=[O:33])[S:32]([C:35]([F:38])([F:37])[F:36])(=[O:34])=[O:33])=CC=1. (5) Given the product [CH3:1][N:2]1[C:6]2[CH:7]=[C:8]([C:11]([NH:32][CH2:31][C@H:28]3[CH2:27][CH2:26][C@@H:25]([CH2:24][CH2:23][O:16][C:17]4[CH:18]=[CH:19][CH:20]=[CH:21][CH:22]=4)[CH2:30][CH2:29]3)=[O:13])[CH:9]=[CH:10][C:5]=2[NH:4][C:3]1=[O:14], predict the reactants needed to synthesize it. The reactants are: [CH3:1][N:2]1[C:6]2[CH:7]=[C:8]([C:11]([OH:13])=O)[CH:9]=[CH:10][C:5]=2[NH:4][C:3]1=[O:14].Cl.[O:16]([CH2:23][CH2:24][C@@H:25]1[CH2:30][CH2:29][C@H:28]([CH2:31][NH2:32])[CH2:27][CH2:26]1)[C:17]1[CH:22]=[CH:21][CH:20]=[CH:19][CH:18]=1. (6) Given the product [NH2:41][C:35]1[CH:36]=[C:37]([F:40])[CH:38]=[CH:39][C:34]=1[NH:33][C:18]([C:13]1[C:12]2[C:11]([C:21]([F:24])([F:23])[F:22])=[N:10][N:9]([C:6]3[CH:7]=[CH:8][C:3]([C:1]#[N:2])=[C:4]([NH:25][C@H:26]4[CH2:27][CH2:28][C@H:29]([OH:32])[CH2:30][CH2:31]4)[CH:5]=3)[C:17]=2[CH:16]=[CH:15][CH:14]=1)=[O:20], predict the reactants needed to synthesize it. The reactants are: [C:1]([C:3]1[CH:8]=[CH:7][C:6]([N:9]2[C:17]3[CH:16]=[CH:15][CH:14]=[C:13]([C:18]([OH:20])=O)[C:12]=3[C:11]([C:21]([F:24])([F:23])[F:22])=[N:10]2)=[CH:5][C:4]=1[NH:25][C@H:26]1[CH2:31][CH2:30][C@H:29]([OH:32])[CH2:28][CH2:27]1)#[N:2].[NH2:33][C:34]1[CH:39]=[CH:38][C:37]([F:40])=[CH:36][C:35]=1[NH2:41].F[B-](F)(F)F.C(OC(C(=NOC(N(C)C)=[N+](C)C)C#N)=O)C.C(N(C(C)C)CC)(C)C.[Cl-].[Na+].